Dataset: Reaction yield outcomes from USPTO patents with 853,638 reactions. Task: Predict the reaction yield, written as a fraction of the theoretical maximum amount of product (1.0 means a 100% yield; for example, 0.34 means a 34% yield). (1) The reactants are [Cl:1][C:2]1[C:3]([N+:17]([O-:19])=[O:18])=[CH:4][C:5]2[O:10][CH2:9][C:8](=[O:11])[N:7]([CH2:12][CH2:13][CH2:14]Cl)[C:6]=2[CH:16]=1.C([O-])([O-])=O.[K+].[K+].[Na+].[I-].[CH2:28]([CH:32]1[CH2:37][CH2:36][NH:35][CH2:34][CH2:33]1)[CH2:29][CH2:30][CH3:31]. The catalyst is CCCCCCC.CCOC(C)=O. The product is [CH2:28]([CH:32]1[CH2:37][CH2:36][N:35]([CH2:14][CH2:13][CH2:12][N:7]2[C:6]3[CH:16]=[C:2]([Cl:1])[C:3]([N+:17]([O-:19])=[O:18])=[CH:4][C:5]=3[O:10][CH2:9][C:8]2=[O:11])[CH2:34][CH2:33]1)[CH2:29][CH2:30][CH3:31]. The yield is 0.420. (2) The product is [CH3:5][O:6][C:7](=[O:35])[C:8]([C:20]1[CH:25]=[CH:24][C:23]([O:26][C:27]2[CH:32]=[CH:31][C:30]([CH2:33][Br:2])=[CH:29][CH:28]=2)=[CH:22][CH:21]=1)=[CH:9][C:10]1[CH:15]=[C:14]([O:16][CH3:17])[CH:13]=[C:12]([O:18][CH3:19])[CH:11]=1. The reactants are P(Br)(Br)[Br:2].[CH3:5][O:6][C:7](=[O:35])[C:8]([C:20]1[CH:25]=[CH:24][C:23]([O:26][C:27]2[CH:32]=[CH:31][C:30]([CH2:33]O)=[CH:29][CH:28]=2)=[CH:22][CH:21]=1)=[CH:9][C:10]1[CH:15]=[C:14]([O:16][CH3:17])[CH:13]=[C:12]([O:18][CH3:19])[CH:11]=1. The catalyst is C(Cl)Cl. The yield is 0.990.